Task: Predict which catalyst facilitates the given reaction.. Dataset: Catalyst prediction with 721,799 reactions and 888 catalyst types from USPTO (1) Reactant: Br[C:2]1[S:6][C:5]([C@H:7]([N:9]([CH:29]2[CH2:31][CH2:30]2)[C:10]([C@H:12]2[CH2:17][N:16]([C:18]([O:20][C:21]([CH3:24])([CH3:23])[CH3:22])=[O:19])[CH2:15][C@@H:14]([C:25]([O:27][CH3:28])=[O:26])[O:13]2)=[O:11])[CH3:8])=[CH:4][C:3]=1[CH2:32][CH2:33][CH2:34][NH:35][C:36]([O:38][CH3:39])=[O:37].[C:40]1(B(O)O)[CH:45]=[CH:44][CH:43]=[CH:42][CH:41]=1.C(=O)([O-])[O-].[K+].[K+].C(=O)([O-])O.[Na+]. Product: [CH:29]1([N:9]([C@@H:7]([C:5]2[S:6][C:2]([C:40]3[CH:45]=[CH:44][CH:43]=[CH:42][CH:41]=3)=[C:3]([CH2:32][CH2:33][CH2:34][NH:35][C:36]([O:38][CH3:39])=[O:37])[CH:4]=2)[CH3:8])[C:10]([C@H:12]2[CH2:17][N:16]([C:18]([O:20][C:21]([CH3:24])([CH3:23])[CH3:22])=[O:19])[CH2:15][C@@H:14]([C:25]([O:27][CH3:28])=[O:26])[O:13]2)=[O:11])[CH2:31][CH2:30]1. The catalyst class is: 628. (2) Reactant: [CH2:1]([O:8][C:9]1[CH:10]=[C:11]([CH:14]=[CH:15][C:16]=1[N+:17]([O-:19])=[O:18])[CH:12]=[O:13])[C:2]1[CH:7]=[CH:6][CH:5]=[CH:4][CH:3]=1.[BH4-].[Na+]. Product: [CH2:1]([O:8][C:9]1[CH:10]=[C:11]([CH:14]=[CH:15][C:16]=1[N+:17]([O-:19])=[O:18])[CH2:12][OH:13])[C:2]1[CH:3]=[CH:4][CH:5]=[CH:6][CH:7]=1. The catalyst class is: 5. (3) Reactant: [CH:1]([N:4]1[C:8]([C:9]2[N:18]=[C:17]3[N:11]([CH2:12][CH2:13][O:14][C:15]4[CH:22]=[CH:21][C:20]([S:23][CH:24]5[CH2:29][CH2:28][N:27]([C:30]([CH3:35])([CH3:34])[C:31]([OH:33])=O)[CH2:26][CH2:25]5)=[CH:19][C:16]=43)[CH:10]=2)=[N:7][CH:6]=[N:5]1)([CH3:3])[CH3:2].CC[N:38](C(C)C)C(C)C.C1C=CC2N(O)N=NC=2C=1.N.CCN=C=NCCCN(C)C. Product: [CH:1]([N:4]1[C:8]([C:9]2[N:18]=[C:17]3[N:11]([CH2:12][CH2:13][O:14][C:15]4[CH:22]=[CH:21][C:20]([S:23][CH:24]5[CH2:29][CH2:28][N:27]([C:30]([CH3:34])([CH3:35])[C:31]([NH2:38])=[O:33])[CH2:26][CH2:25]5)=[CH:19][C:16]=43)[CH:10]=2)=[N:7][CH:6]=[N:5]1)([CH3:2])[CH3:3]. The catalyst class is: 3. (4) Reactant: C[O:2][C:3](=[O:23])[CH2:4][CH2:5][C:6]1[CH:11]=[CH:10][C:9]([C:12]([CH3:15])([CH3:14])[CH3:13])=[CH:8][C:7]=1[O:16][CH:17]1[CH2:22][CH2:21][O:20][CH2:19][CH2:18]1.[OH-].[Na+].Cl. Product: [C:12]([C:9]1[CH:10]=[CH:11][C:6]([CH2:5][CH2:4][C:3]([OH:23])=[O:2])=[C:7]([O:16][CH:17]2[CH2:18][CH2:19][O:20][CH2:21][CH2:22]2)[CH:8]=1)([CH3:15])([CH3:13])[CH3:14]. The catalyst class is: 24. (5) Reactant: C(O)(=O)C.[C:5]([C:8]1[CH:9]=[C:10]([CH:15]=[CH:16][CH:17]=1)[C:11]([O:13][CH3:14])=[O:12])(=[NH:7])[NH2:6].CCO/[CH:21]=[C:22](/[CH:24]=O)\[CH3:23].C[O-].[Na+]. Product: [CH3:24][C:22]1[CH:21]=[N:7][C:5]([C:8]2[CH:9]=[C:10]([CH:15]=[CH:16][CH:17]=2)[C:11]([O:13][CH3:14])=[O:12])=[N:6][CH:23]=1. The catalyst class is: 5.